Task: Predict the product of the given reaction.. Dataset: Forward reaction prediction with 1.9M reactions from USPTO patents (1976-2016) Given the reactants C([Si]([O:8][CH2:9][C:10]1[CH:15]=[C:14]([N+:16]([O-:18])=[O:17])[CH:13]=[CH:12][C:11]=1[N:19]=[C:20]=S)(C)C)(C)(C)C.[F:22][C:23]1[CH:24]=[C:25]2[C:29](=[CH:30][CH:31]=1)[CH:28]([NH2:32])[CH2:27][CH2:26]2, predict the reaction product. The product is: [F:22][C:23]1[CH:24]=[C:25]2[C:29](=[CH:30][CH:31]=1)[CH:28]([NH:32][C:20]1[O:8][CH2:9][C:10]3[CH:15]=[C:14]([N+:16]([O-:18])=[O:17])[CH:13]=[CH:12][C:11]=3[N:19]=1)[CH2:27][CH2:26]2.